Dataset: Catalyst prediction with 721,799 reactions and 888 catalyst types from USPTO. Task: Predict which catalyst facilitates the given reaction. (1) Reactant: [CH3:1][CH:2]([CH3:31])[CH2:3][CH:4]([NH:20][C:21]1[CH:30]=[CH:29][C:24]([C:25](OC)=[O:26])=[CH:23][N:22]=1)[C:5]1[CH:6]=[N:7][C:8]([N:11]2[CH:15]=[C:14]([C:16]([F:19])([F:18])[F:17])[CH:13]=[N:12]2)=[CH:9][CH:10]=1.[OH-].[Na+].CN(C(ON1N=NC2C=CC=NC1=2)=[N+](C)C)C.F[P-](F)(F)(F)(F)F.C(N(CC)C(C)C)(C)C.Cl.[NH2:68][CH2:69][CH2:70][C:71]([O:73][CH3:74])=[O:72]. Product: [CH3:1][CH:2]([CH3:31])[CH2:3][CH:4]([NH:20][C:21]1[CH:30]=[CH:29][C:24]([C:25]([NH:68][CH2:69][CH2:70][C:71]([O:73][CH3:74])=[O:72])=[O:26])=[CH:23][N:22]=1)[C:5]1[CH:6]=[N:7][C:8]([N:11]2[CH:15]=[C:14]([C:16]([F:17])([F:19])[F:18])[CH:13]=[N:12]2)=[CH:9][CH:10]=1. The catalyst class is: 430. (2) Reactant: [Cl:1][C:2]1[CH:7]=[CH:6][CH:5]=[CH:4][C:3]=1[CH:8]1[N:12]([C:13]2[CH:18]=[CH:17][CH:16]=[C:15]([N:19]3[CH2:24][CH2:23][N:22](C(OC(C)(C)C)=O)[CH2:21][CH2:20]3)[CH:14]=2)[N:11]=[C:10]([C:32]([C:38]([F:41])([F:40])[F:39])([C:34]([F:37])([F:36])[F:35])[OH:33])[CH2:9]1.Cl. Product: [ClH:1].[Cl:1][C:2]1[CH:7]=[CH:6][CH:5]=[CH:4][C:3]=1[CH:8]1[N:12]([C:13]2[CH:18]=[CH:17][CH:16]=[C:15]([N:19]3[CH2:20][CH2:21][NH:22][CH2:23][CH2:24]3)[CH:14]=2)[N:11]=[C:10]([C:32]([C:34]([F:36])([F:35])[F:37])([C:38]([F:41])([F:40])[F:39])[OH:33])[CH2:9]1. The catalyst class is: 13. (3) Reactant: [N:1]1([CH2:7][CH2:8][CH2:9][O:10][C:11]2[CH:18]=[CH:17][C:14]([CH:15]=O)=[CH:13][CH:12]=2)[CH2:6][CH2:5][CH2:4][CH2:3][CH2:2]1.[NH2:19][C:20]1[CH:25]=[CH:24][CH:23]=[CH:22][N:21]=1.C(O[BH-](OC(=O)C)OC(=O)C)(=O)C.[Na+].[OH-].[Na+].[CH2:42]([Cl:44])[Cl:43]. The catalyst class is: 15. Product: [NH3:1].[CH2:42]([Cl:44])[Cl:43].[N:1]1([CH2:7][CH2:8][CH2:9][O:10][C:11]2[CH:18]=[CH:17][C:14]([CH2:15][NH:19][C:20]3[CH:25]=[CH:24][CH:23]=[CH:22][N:21]=3)=[CH:13][CH:12]=2)[CH2:6][CH2:5][CH2:4][CH2:3][CH2:2]1. (4) Reactant: [CH3:1][O:2][C:3]1[CH:4]=[CH:5][C:6]2[N:11]=[CH:10][C:9](=[O:12])[N:8]([C:13]3[CH:14]=[C:15]4[O:22][CH2:21][CH:20]([NH:23]OCC5C=CC=CC=5)[CH2:19][C:16]4=[N:17][CH:18]=3)[C:7]=2[N:32]=1. Product: [NH2:23][CH:20]1[CH2:21][O:22][C:15]2[C:16](=[N:17][CH:18]=[C:13]([N:8]3[C:9](=[O:12])[CH2:10][NH:11][C:6]4[CH:5]=[CH:4][C:3]([O:2][CH3:1])=[N:32][C:7]3=4)[CH:14]=2)[CH2:19]1. The catalyst class is: 5. (5) Reactant: [N+:1]([C:4]1[CH:9]=[CH:8][C:7]([O:10][C:11](=[O:15])[O:12][CH2:13]Cl)=[CH:6][CH:5]=1)([O-:3])=[O:2].[I-:16].[Na+]. Product: [N+:1]([C:4]1[CH:9]=[CH:8][C:7]([O:10][C:11](=[O:15])[O:12][CH2:13][I:16])=[CH:6][CH:5]=1)([O-:3])=[O:2]. The catalyst class is: 21. (6) Reactant: [F:1][C:2]1[CH:28]=[CH:27][C:5]([CH2:6][N:7]2[C:15]3[C:10](=[CH:11][C:12]([S:16]([CH3:19])(=[O:18])=[O:17])=[CH:13][CH:14]=3)[CH:9]=[C:8]2[CH:20]([C:22]2[S:23][CH:24]=[CH:25][N:26]=2)[OH:21])=[CH:4][CH:3]=1. Product: [F:1][C:2]1[CH:3]=[CH:4][C:5]([CH2:6][N:7]2[C:15]3[C:10](=[CH:11][C:12]([S:16]([CH3:19])(=[O:17])=[O:18])=[CH:13][CH:14]=3)[CH:9]=[C:8]2[C:20]([C:22]2[S:23][CH:24]=[CH:25][N:26]=2)=[O:21])=[CH:27][CH:28]=1. The catalyst class is: 327. (7) Reactant: [N:1]1[CH:6]=[CH:5][C:4]([C:7]2[CH:8]=[C:9]3[C:14](=[CH:15][CH:16]=2)[N:13]=[C:12]([NH:17][C:18]2[CH:25]=[CH:24][C:21]([CH:22]=[O:23])=[CH:20][CH:19]=2)[N:11]=[CH:10]3)=[CH:3][CH:2]=1.[BH4-].[Na+]. Product: [N:1]1[CH:2]=[CH:3][C:4]([C:7]2[CH:8]=[C:9]3[C:14](=[CH:15][CH:16]=2)[N:13]=[C:12]([NH:17][C:18]2[CH:25]=[CH:24][C:21]([CH2:22][OH:23])=[CH:20][CH:19]=2)[N:11]=[CH:10]3)=[CH:5][CH:6]=1. The catalyst class is: 5. (8) The catalyst class is: 70. Reactant: [Cl:1][C:2]1[C:7](B(O)O)=[CH:6][CH:5]=[CH:4][N:3]=1.[Cl:11][C:12]1[N:17]=[C:16](Cl)[CH:15]=[CH:14][N:13]=1.C(=O)([O-])[O-].[Na+].[Na+]. Product: [Cl:11][C:12]1[N:17]=[C:16]([C:7]2[C:2]([Cl:1])=[N:3][CH:4]=[CH:5][CH:6]=2)[CH:15]=[CH:14][N:13]=1. (9) Reactant: [CH3:1][C:2]1[C:3]([C:23]2[CH:28]=[CH:27][CH:26]=[CH:25][CH:24]=2)=[C:4]([O:14][C:15]2[CH:22]=[CH:21][C:18]([CH:19]=O)=[CH:17][CH:16]=2)[C:5]2[C:10]([CH:11]=1)=[CH:9][C:8]([O:12][CH3:13])=[CH:7][CH:6]=2.[CH3:29][CH2:30][O:31][C:32]([CH:34](P(OCC)(OCC)=O)[CH3:35])=[O:33].[Li]CCCC. Product: [CH2:30]([O:31][C:32](=[O:33])[C:34]([CH3:35])=[CH:19][C:18]1[CH:17]=[CH:16][C:15]([O:14][C:4]2[C:5]3[C:10](=[CH:9][C:8]([O:12][CH3:13])=[CH:7][CH:6]=3)[CH:11]=[C:2]([CH3:1])[C:3]=2[C:23]2[CH:28]=[CH:27][CH:26]=[CH:25][CH:24]=2)=[CH:22][CH:21]=1)[CH3:29]. The catalyst class is: 1. (10) Reactant: [N:1]1[CH:2]=[N:3][N:4]2[CH:9]=[C:8]([C:10]3[CH:19]=[C:18]4[C:13]([CH:14]([C:20]5[CH:25]=[CH:24][C:23]([Cl:26])=[C:22]([Cl:27])[CH:21]=5)[CH2:15][NH:16][CH2:17]4)=[CH:12][CH:11]=3)[CH:7]=[CH:6][C:5]=12.[C:28](O[C:28]([O:30][C:31]([CH3:34])([CH3:33])[CH3:32])=[O:29])([O:30][C:31]([CH3:34])([CH3:33])[CH3:32])=[O:29].CCOC(C)=O.CO. Product: [N:1]1[CH:2]=[N:3][N:4]2[CH:9]=[C:8]([C:10]3[CH:19]=[C:18]4[C:13]([CH:14]([C:20]5[CH:25]=[CH:24][C:23]([Cl:26])=[C:22]([Cl:27])[CH:21]=5)[CH2:15][N:16]([C:28]([O:30][C:31]([CH3:34])([CH3:33])[CH3:32])=[O:29])[CH2:17]4)=[CH:12][CH:11]=3)[CH:7]=[CH:6][C:5]=12. The catalyst class is: 3.